This data is from Forward reaction prediction with 1.9M reactions from USPTO patents (1976-2016). The task is: Predict the product of the given reaction. (1) Given the reactants Cl[C:2]([O:4][C:5]([CH3:11])([CH3:10])[C:6]([Cl:9])([Cl:8])[Cl:7])=[O:3].[CH2:12]([O:14][C:15]([C:17]1[C@@H:18]2[N:44](C)[C@H:22]([CH2:23][C:24]=1[C:25]1[CH:26]=[N:27][C:28]([O:31][CH2:32][CH2:33][O:34][C:35]3[C:40]([Cl:41])=[CH:39][C:38]([CH3:42])=[CH:37][C:36]=3[Cl:43])=[CH:29][CH:30]=1)[CH2:21][N:20]([C:46]([O:48][C:49]([CH3:52])([CH3:51])[CH3:50])=[O:47])[CH2:19]2)=[O:16])[CH3:13], predict the reaction product. The product is: [Cl:7][C:6]([Cl:9])([Cl:8])[C:5]([O:4][C:2]([N:44]1[C@H:18]2[C:17]([C:15]([O:14][CH2:12][CH3:13])=[O:16])=[C:24]([C:25]3[CH:26]=[N:27][C:28]([O:31][CH2:32][CH2:33][O:34][C:35]4[C:40]([Cl:41])=[CH:39][C:38]([CH3:42])=[CH:37][C:36]=4[Cl:43])=[CH:29][CH:30]=3)[CH2:23][C@@H:22]1[CH2:21][N:20]([C:46]([O:48][C:49]([CH3:50])([CH3:52])[CH3:51])=[O:47])[CH2:19]2)=[O:3])([CH3:11])[CH3:10]. (2) Given the reactants CO[CH:3](OC)[CH2:4][S:5][C:6]1[CH:11]=[CH:10][C:9]([O:12][CH3:13])=[CH:8][CH:7]=1, predict the reaction product. The product is: [CH3:13][O:12][C:9]1[CH:10]=[CH:11][C:6]2[S:5][CH:4]=[CH:3][C:7]=2[CH:8]=1. (3) Given the reactants Cl.[NH2:2][C@H:3]([C:8]([O:10][CH:11]1[CH2:15][CH2:14][CH2:13][CH2:12]1)=[O:9])[CH2:4][CH:5]([CH3:7])[CH3:6].[C:16]([O:20][C:21]([NH:23][C@@H:24]1[CH2:29][CH2:28][C@H:27]([CH2:30][CH2:31][C:32](O)=[O:33])[CH2:26][CH2:25]1)=[O:22])([CH3:19])([CH3:18])[CH3:17].C1CN([P+](Br)(N2CCCC2)N2CCCC2)CC1.F[P-](F)(F)(F)(F)F.CCN(C(C)C)C(C)C, predict the reaction product. The product is: [C:16]([O:20][C:21]([NH:23][C@@H:24]1[CH2:25][CH2:26][C@H:27]([CH2:30][CH2:31][C:32]([NH:2][C@H:3]([C:8]([O:10][CH:11]2[CH2:12][CH2:13][CH2:14][CH2:15]2)=[O:9])[CH2:4][CH:5]([CH3:7])[CH3:6])=[O:33])[CH2:28][CH2:29]1)=[O:22])([CH3:19])([CH3:18])[CH3:17]. (4) The product is: [CH3:12][O:11][C:9]([CH2:8][CH:5]1[CH2:6][CH2:7][C:2](=[O:1])[CH2:3][CH2:4]1)=[O:10]. Given the reactants [OH:1][C:2]1[CH:7]=[CH:6][C:5]([CH2:8][C:9]([O:11][CH3:12])=[O:10])=[CH:4][CH:3]=1.[H][H], predict the reaction product.